This data is from Catalyst prediction with 721,799 reactions and 888 catalyst types from USPTO. The task is: Predict which catalyst facilitates the given reaction. Reactant: [F:1][C:2]1[CH:3]=[C:4]2[C:9](=[C:10]([F:43])[C:11]=1[C:12]1[N:17]=[C:16]([C:18]([NH:20][C:21]3[CH:22]=[N:23][CH:24]=[CH:25][C:26]=3[C@@H:27]3[CH2:32][C@H:31]([CH3:33])[CH2:30][C@H:29]([NH:34]C(=O)OC(C)(C)C)[CH2:28]3)=[O:19])[CH:15]=[CH:14][C:13]=1[F:42])[O:8][CH2:7][CH2:6][C@:5]2(O)[CH3:44].C(O)(C(F)(F)F)=O. Product: [NH2:34][C@H:29]1[CH2:30][C@@H:31]([CH3:33])[CH2:32][C@@H:27]([C:26]2[CH:25]=[CH:24][N:23]=[CH:22][C:21]=2[NH:20][C:18](=[O:19])[C:16]2[CH:15]=[CH:14][C:13]([F:42])=[C:12]([C:11]3[C:10]([F:43])=[C:9]4[C:4]([C:5]([CH3:44])=[CH:6][CH2:7][O:8]4)=[CH:3][C:2]=3[F:1])[N:17]=2)[CH2:28]1. The catalyst class is: 2.